This data is from Forward reaction prediction with 1.9M reactions from USPTO patents (1976-2016). The task is: Predict the product of the given reaction. (1) The product is: [CH:20]1([C:16]2[NH:15][C:14]3[C:13](=[O:25])[N:12]([CH2:26][CH2:27][CH3:28])[C:11]([O:10][C:6]4[CH:5]=[C:4]([CH:9]=[CH:8][CH:7]=4)[C:3]([NH2:31])=[O:2])=[N:19][C:18]=3[N:17]=2)[CH2:21][CH2:22][CH2:23][CH2:24]1. Given the reactants C[O:2][C:3](=O)[C:4]1[CH:9]=[CH:8][CH:7]=[C:6]([O:10][C:11]2[N:12]([CH2:26][CH2:27][CH3:28])[C:13](=[O:25])[C:14]3[NH:15][C:16]([CH:20]4[CH2:24][CH2:23][CH2:22][CH2:21]4)=[N:17][C:18]=3[N:19]=2)[CH:5]=1.C[N:31]1CCCN2C1=NCCC2.N, predict the reaction product. (2) Given the reactants [NH:1]1[CH2:11][CH2:10][CH2:9][CH:3]([C:4]([O:6][CH2:7][CH3:8])=[O:5])[CH2:2]1.CCN(C(C)C)C(C)C.[F:21][C:22]1[CH:30]=[CH:29][C:25]([C:26](Cl)=[O:27])=[CH:24][CH:23]=1, predict the reaction product. The product is: [F:21][C:22]1[CH:30]=[CH:29][C:25]([C:26]([N:1]2[CH2:11][CH2:10][CH2:9][CH:3]([C:4]([O:6][CH2:7][CH3:8])=[O:5])[CH2:2]2)=[O:27])=[CH:24][CH:23]=1. (3) Given the reactants Br[C:2]1[N:7]2[CH:8]=[N:9][N:10]=[C:6]2[C:5]([O:11][CH3:12])=[N:4][CH:3]=1.[S:13]1[CH:17]=[CH:16][CH:15]=[C:14]1B(O)O.C([O-])([O-])=O.[Cs+].[Cs+].O1CCOCC1, predict the reaction product. The product is: [CH3:12][O:11][C:5]1[C:6]2[N:7]([CH:8]=[N:9][N:10]=2)[C:2]([C:14]2[S:13][CH:17]=[CH:16][CH:15]=2)=[CH:3][N:4]=1. (4) Given the reactants [Cl:1][C:2]1[CH:3]=[C:4]2[C:8](=[CH:9][CH:10]=1)[NH:7][C:6]1[C@H:11]([CH2:15][CH:16]([CH3:18])[CH3:17])[NH:12][CH2:13][CH2:14][C:5]2=1.[OH:19]N1C2C=CC=CC=2N=N1.C(N=C=N[CH2:34][CH2:35][CH2:36][N:37]([CH3:39])C)C, predict the reaction product. The product is: [NH:37]1[CH2:36][CH:35]([C:34]([N:12]2[CH2:13][CH2:14][C:5]3[C:4]4[C:8](=[CH:9][CH:10]=[C:2]([Cl:1])[CH:3]=4)[NH:7][C:6]=3[C@@H:11]2[CH2:15][CH:16]([CH3:18])[CH3:17])=[O:19])[CH2:39]1. (5) Given the reactants C([N:8]1[CH2:13][CH2:12][N:11]([C:14]([C:16]2[N:17]=[CH:18][N:19]([CH:27]3[CH2:32][CH2:31][CH2:30][CH2:29][C:28]3([CH2:34][O:35][CH3:36])[OH:33])[C:20]=2[C:21]2[CH:26]=[CH:25][CH:24]=[CH:23][CH:22]=2)=[O:15])[C@H:10]([CH2:37][O:38][CH2:39][C:40]2[CH:45]=[CH:44][CH:43]=[CH:42][CH:41]=2)[CH2:9]1)C1C=CC=CC=1, predict the reaction product. The product is: [CH2:39]([O:38][CH2:37][C@@H:10]1[CH2:9][NH:8][CH2:13][CH2:12][N:11]1[C:14]([C:16]1[N:17]=[CH:18][N:19]([CH:27]2[CH2:32][CH2:31][CH2:30][CH2:29][C:28]2([CH2:34][O:35][CH3:36])[OH:33])[C:20]=1[C:21]1[CH:22]=[CH:23][CH:24]=[CH:25][CH:26]=1)=[O:15])[C:40]1[CH:45]=[CH:44][CH:43]=[CH:42][CH:41]=1.[OH:38][CH2:37][C@@H:10]1[CH2:9][NH:8][CH2:13][CH2:12][N:11]1[C:14]([C:16]1[N:17]=[CH:18][N:19]([CH:27]2[CH2:32][CH2:31][CH2:30][CH2:29][C:28]2([CH2:34][O:35][CH3:36])[OH:33])[C:20]=1[C:21]1[CH:26]=[CH:25][CH:24]=[CH:23][CH:22]=1)=[O:15]. (6) Given the reactants [N:1]#[C:2][NH2:3].[C:4]12([C:14](Cl)=[O:15])[CH2:13][CH:8]3[CH2:9][CH:10]([CH2:12][CH:6]([CH2:7]3)[CH2:5]1)[CH2:11]2, predict the reaction product. The product is: [C:4]12([C:14]([NH:1][C:2]#[N:3])=[O:15])[CH2:11][CH:10]3[CH2:9][CH:8]([CH2:7][CH:6]([CH2:12]3)[CH2:5]1)[CH2:13]2. (7) Given the reactants [OH:1][C@H:2]1[CH2:6][CH2:5][N:4]([C:7]2[N:12]=[CH:11][C:10]([NH:13][C:14](=[O:22])OC3C=CC=CC=3)=[CH:9][CH:8]=2)[CH2:3]1.[Cl:23][C:24]1[CH:25]=[C:26]([N:30]2[C:34]([CH2:35][NH2:36])=[CH:33][C:32]([C:37]([F:40])([F:39])[F:38])=[N:31]2)[CH:27]=[CH:28][CH:29]=1.C(N(CC)CC)C, predict the reaction product. The product is: [Cl:23][C:24]1[CH:25]=[C:26]([N:30]2[C:34]([CH2:35][NH:36][C:14]([NH:13][C:10]3[CH:11]=[N:12][C:7]([N:4]4[CH2:5][CH2:6][C@H:2]([OH:1])[CH2:3]4)=[CH:8][CH:9]=3)=[O:22])=[CH:33][C:32]([C:37]([F:38])([F:39])[F:40])=[N:31]2)[CH:27]=[CH:28][CH:29]=1. (8) Given the reactants [Br:1][C:2]1[CH:10]=[CH:9][C:8]([Br:11])=[C:7]2[C:3]=1[CH:4]=[CH:5][NH:6]2.[C:12]([Cu])#[N:13], predict the reaction product. The product is: [Br:1][C:2]1[CH:10]=[CH:9][C:8]([C:12]#[N:13])=[C:7]2[C:3]=1[CH:4]=[CH:5][NH:6]2.[Br:11][C:8]1[C:7]2[NH:6][CH:5]=[CH:4][C:3]=2[C:2]([C:12]#[N:13])=[CH:10][CH:9]=1. (9) Given the reactants C(O[C:4]([C:6]1([CH2:19][CH2:20]OC)[CH2:11][CH2:10][N:9]([S:12]([CH2:15][CH:16]([CH3:18])[CH3:17])(=[O:14])=[O:13])[CH2:8][CH2:7]1)=[O:5])C.[Cl-].C[Al+]C.[F:27][C:28]([F:38])([F:37])[O:29][C:30]1[CH:36]=[CH:35][C:33]([NH2:34])=[CH:32][CH:31]=1, predict the reaction product. The product is: [CH3:18][CH:16]([CH3:17])[CH2:15][S:12]([N:9]1[CH2:8][CH2:7][C:6]2([C:4](=[O:5])[N:34]([C:33]3[CH:35]=[CH:36][C:30]([O:29][C:28]([F:27])([F:37])[F:38])=[CH:31][CH:32]=3)[CH2:20][CH2:19]2)[CH2:11][CH2:10]1)(=[O:13])=[O:14].